From a dataset of Reaction yield outcomes from USPTO patents with 853,638 reactions. Predict the reaction yield, written as a fraction of the theoretical maximum amount of product (1.0 means a 100% yield; for example, 0.34 means a 34% yield). (1) The reactants are [F:1][C:2]1[CH:7]=[CH:6][CH:5]=[CH:4][C:3]=1[CH:8]([C:11]1[C:19]2[C:14](=[CH:15][C:16]([CH3:27])=[C:17]([O:20][C:21]3[CH:22]=[N:23][CH:24]=[N:25][CH:26]=3)[CH:18]=2)[NH:13][CH:12]=1)[CH2:9][NH2:10].O=[CH:29][C:30]([O:32][CH2:33][CH3:34])=[O:31].Cl.O1CCOCC1. The catalyst is O1CCOCC1.C1(C)C=CC=CC=1.[Pd]. The product is [F:1][C:2]1[CH:7]=[CH:6][CH:5]=[CH:4][C:3]=1[C:8]1[C:11]2[C:19]3[C:14](=[CH:15][C:16]([CH3:27])=[C:17]([O:20][C:21]4[CH:22]=[N:23][CH:24]=[N:25][CH:26]=4)[CH:18]=3)[NH:13][C:12]=2[C:29]([C:30]([O:32][CH2:33][CH3:34])=[O:31])=[N:10][CH:9]=1. The yield is 0.224. (2) The reactants are [Cl:1][C:2]1[CH:7]=[CH:6][C:5]([C@H:8]([C:21]([N:23]2[CH2:28][CH2:27][N:26]([C:29]3[C:34]([C:35]4[CH:40]=[CH:39][CH:38]=[C:37]([F:41])[CH:36]=4)=[CH:33][N:32]=[C:31]4[NH:42][CH:43]=[CH:44][C:30]=34)[CH2:25][CH2:24]2)=[O:22])[CH2:9][C:10]([NH:13]C(=O)OC(C)(C)C)([CH3:12])[CH3:11])=[CH:4][CH:3]=1.C(O)(C(F)(F)F)=O.C1(N)C(F)=C(F)C(F)=C(N)C=1F.Cl.Cl. The catalyst is C(Cl)Cl. The product is [NH2:13][C:10]([CH3:12])([CH3:11])[CH2:9][C@H:8]([C:5]1[CH:4]=[CH:3][C:2]([Cl:1])=[CH:7][CH:6]=1)[C:21]([N:23]1[CH2:28][CH2:27][N:26]([C:29]2[C:34]([C:35]3[CH:40]=[CH:39][CH:38]=[C:37]([F:41])[CH:36]=3)=[CH:33][N:32]=[C:31]3[NH:42][CH:43]=[CH:44][C:30]=23)[CH2:25][CH2:24]1)=[O:22]. The yield is 0.760. (3) The reactants are [CH2:1]([SH:16])[CH2:2][CH:3]=[CH:4][CH2:5][CH:6]=[CH:7][CH2:8][CH:9]=[CH:10][CH2:11][CH:12]=[CH:13][CH2:14][CH3:15].[H-].[Na+].Br[CH:20]([CH2:26][CH3:27])[C:21]([O:23][CH2:24][CH3:25])=[O:22]. The catalyst is CN(C)C=O. The product is [CH2:1]([S:16][CH:20]([CH2:26][CH3:27])[C:21]([O:23][CH2:24][CH3:25])=[O:22])[CH2:2]/[CH:3]=[CH:4]\[CH2:5]/[CH:6]=[CH:7]\[CH2:8]/[CH:9]=[CH:10]\[CH2:11]/[CH:12]=[CH:13]\[CH2:14][CH3:15]. The yield is 0.970.